This data is from Peptide-MHC class I binding affinity with 185,985 pairs from IEDB/IMGT. The task is: Regression. Given a peptide amino acid sequence and an MHC pseudo amino acid sequence, predict their binding affinity value. This is MHC class I binding data. (1) The peptide sequence is KTDGAVTSPL. The MHC is HLA-A68:02 with pseudo-sequence HLA-A68:02. The binding affinity (normalized) is 0.418. (2) The binding affinity (normalized) is 1.00. The peptide sequence is YMSSEPIIF. The MHC is HLA-B15:03 with pseudo-sequence HLA-B15:03. (3) The peptide sequence is SLRAEDTAVYY. The MHC is Mamu-B17 with pseudo-sequence Mamu-B17. The binding affinity (normalized) is 0.128. (4) The MHC is HLA-B53:01 with pseudo-sequence HLA-B53:01. The peptide sequence is LPQFATAAT. The binding affinity (normalized) is 0. (5) The peptide sequence is SLREWLLRI. The MHC is HLA-B58:01 with pseudo-sequence HLA-B58:01. The binding affinity (normalized) is 0.351. (6) The peptide sequence is SLNRTIVTKV. The MHC is HLA-A02:01 with pseudo-sequence HLA-A02:01. The binding affinity (normalized) is 0.611. (7) The peptide sequence is VLQWASLAV. The MHC is HLA-A01:01 with pseudo-sequence HLA-A01:01. The binding affinity (normalized) is 0. (8) The peptide sequence is KQFCLSILL. The MHC is HLA-B27:05 with pseudo-sequence HLA-B27:05. The binding affinity (normalized) is 0.507. (9) The peptide sequence is DAFSREYSM. The MHC is HLA-A02:01 with pseudo-sequence HLA-A02:01. The binding affinity (normalized) is 0.175. (10) The peptide sequence is LLVLQAGFFL. The MHC is HLA-A68:01 with pseudo-sequence HLA-A68:01. The binding affinity (normalized) is 0.168.